From a dataset of NCI-60 drug combinations with 297,098 pairs across 59 cell lines. Regression. Given two drug SMILES strings and cell line genomic features, predict the synergy score measuring deviation from expected non-interaction effect. (1) Drug 1: CC1C(C(=O)NC(C(=O)N2CCCC2C(=O)N(CC(=O)N(C(C(=O)O1)C(C)C)C)C)C(C)C)NC(=O)C3=C4C(=C(C=C3)C)OC5=C(C(=O)C(=C(C5=N4)C(=O)NC6C(OC(=O)C(N(C(=O)CN(C(=O)C7CCCN7C(=O)C(NC6=O)C(C)C)C)C)C(C)C)C)N)C. Synergy scores: CSS=66.9, Synergy_ZIP=0.949, Synergy_Bliss=-0.581, Synergy_Loewe=5.66, Synergy_HSA=6.44. Cell line: U251. Drug 2: CC1=C(N=C(N=C1N)C(CC(=O)N)NCC(C(=O)N)N)C(=O)NC(C(C2=CN=CN2)OC3C(C(C(C(O3)CO)O)O)OC4C(C(C(C(O4)CO)O)OC(=O)N)O)C(=O)NC(C)C(C(C)C(=O)NC(C(C)O)C(=O)NCCC5=NC(=CS5)C6=NC(=CS6)C(=O)NCCC[S+](C)C)O. (2) Drug 2: CCC1(C2=C(COC1=O)C(=O)N3CC4=CC5=C(C=CC(=C5CN(C)C)O)N=C4C3=C2)O.Cl. Synergy scores: CSS=44.6, Synergy_ZIP=-9.42, Synergy_Bliss=-8.53, Synergy_Loewe=-30.5, Synergy_HSA=-4.79. Drug 1: C1CN(CCN1C(=O)CCBr)C(=O)CCBr. Cell line: SNB-19. (3) Drug 1: CCC1(CC2CC(C3=C(CCN(C2)C1)C4=CC=CC=C4N3)(C5=C(C=C6C(=C5)C78CCN9C7C(C=CC9)(C(C(C8N6C)(C(=O)OC)O)OC(=O)C)CC)OC)C(=O)OC)O.OS(=O)(=O)O. Drug 2: C1=NC2=C(N1)C(=S)N=CN2. Cell line: SF-539. Synergy scores: CSS=41.6, Synergy_ZIP=-0.251, Synergy_Bliss=0.907, Synergy_Loewe=1.64, Synergy_HSA=1.99. (4) Cell line: SF-268. Drug 1: CCCS(=O)(=O)NC1=C(C(=C(C=C1)F)C(=O)C2=CNC3=C2C=C(C=N3)C4=CC=C(C=C4)Cl)F. Synergy scores: CSS=6.52, Synergy_ZIP=4.67, Synergy_Bliss=8.57, Synergy_Loewe=-0.474, Synergy_HSA=4.43. Drug 2: CNC(=O)C1=CC=CC=C1SC2=CC3=C(C=C2)C(=NN3)C=CC4=CC=CC=N4.